Dataset: Choline transporter screen with 302,306 compounds. Task: Binary Classification. Given a drug SMILES string, predict its activity (active/inactive) in a high-throughput screening assay against a specified biological target. The result is 0 (inactive). The drug is S(CC(=O)Nc1ccc(OCC)cc1)c1oc(nn1)COc1c(cccc1C)C.